The task is: Predict the product of the given reaction.. This data is from Forward reaction prediction with 1.9M reactions from USPTO patents (1976-2016). (1) Given the reactants [Br:1][C:2]1[CH:3]=[C:4]([C:13]2[N:17]([C:18]3[CH:23]=[CH:22][N:21]=[C:20]([C:24]([F:27])([F:26])[F:25])[CH:19]=3)[N:16]=[C:15]([C:28](O)=[O:29])[CH:14]=2)[CH:5]=[C:6]([O:8][C:9]([F:12])([F:11])[F:10])[CH:7]=1.ClC1C=C(C2N(C3C=CC=CN=3)N=C(C(N3CC(=O)NC3)=[O:51])C=2)C=C(F)C=1.Cl.[NH:59]1[CH:63]=[CH:62][NH:61][C:60]1=O, predict the reaction product. The product is: [Br:1][C:2]1[CH:3]=[C:4]([C:13]2[N:17]([C:18]3[CH:23]=[CH:22][N:21]=[C:20]([C:24]([F:26])([F:27])[F:25])[CH:19]=3)[N:16]=[C:15]([C:28]([N:59]3[CH2:63][C:62](=[O:51])[NH:61][CH2:60]3)=[O:29])[CH:14]=2)[CH:5]=[C:6]([O:8][C:9]([F:10])([F:11])[F:12])[CH:7]=1. (2) Given the reactants [CH3:1][C:2]1[C:6]([C:7]2[C:16]3[O:15][CH2:14][CH:13]([C:17]4[C:18]([C:23](O)=[O:24])=[N:19][CH:20]=[CH:21][CH:22]=4)[N:12]4[C:26](=[O:28])[NH:27][C:10]([C:11]=34)=[CH:9][CH:8]=2)=[C:5]([CH3:29])[O:4][N:3]=1.[CH2:30]([NH2:32])[CH3:31].C(N(CC)C(C)C)(C)C.F[P-](F)(F)(F)(F)F.N1(O[P+](N(C)C)(N(C)C)N(C)C)C2C=CC=CC=2N=N1, predict the reaction product. The product is: [CH3:1][C:2]1[C:6]([C:7]2[C:16]3[O:15][CH2:14][C@H:13]([C:17]4[C:18]([C:23]([NH:32][CH2:30][CH3:31])=[O:24])=[N:19][CH:20]=[CH:21][CH:22]=4)[N:12]4[C:26](=[O:28])[NH:27][C:10]([C:11]=34)=[CH:9][CH:8]=2)=[C:5]([CH3:29])[O:4][N:3]=1. (3) Given the reactants Br[C:2]1[CH:11]=[CH:10][C:5]([C:6]([O:8][CH3:9])=[O:7])=[CH:4][C:3]=1[CH2:12][O:13][CH3:14].[F:15][C:16]1[C:17]([CH3:25])=[C:18](B(O)O)[CH:19]=[CH:20][CH:21]=1.[F-].[Cs+].O, predict the reaction product. The product is: [F:15][C:16]1[C:17]([CH3:25])=[C:18]([C:2]2[CH:11]=[CH:10][C:5]([C:6]([O:8][CH3:9])=[O:7])=[CH:4][C:3]=2[CH2:12][O:13][CH3:14])[CH:19]=[CH:20][CH:21]=1. (4) Given the reactants Cl.[NH2:2][C@@H:3]1[C@@H:8]([OH:9])[C@H:7]([CH2:10][C:11]2[CH:16]=[C:15]([O:17][CH2:18][C:19]([F:22])([F:21])[F:20])[C:14]([N+:23]([O-:25])=[O:24])=[C:13]([F:26])[CH:12]=2)[CH2:6][S:5](=[O:28])(=[O:27])[CH2:4]1.[C:29]([C:33]1[CH:34]=[C:35]([CH:38]=[CH:39][CH:40]=1)[CH:36]=O)([CH3:32])([CH3:31])[CH3:30], predict the reaction product. The product is: [C:29]([C:33]1[CH:34]=[C:35]([CH:38]=[CH:39][CH:40]=1)[CH2:36][NH:2][C@@H:3]1[C@@H:8]([OH:9])[C@H:7]([CH2:10][C:11]2[CH:16]=[C:15]([O:17][CH2:18][C:19]([F:22])([F:20])[F:21])[C:14]([N+:23]([O-:25])=[O:24])=[C:13]([F:26])[CH:12]=2)[CH2:6][S:5](=[O:27])(=[O:28])[CH2:4]1)([CH3:32])([CH3:30])[CH3:31]. (5) Given the reactants CC1C=CC(S(O[CH2:12][CH:13]2[O:18][C:17]3[CH:19]=[C:20]([F:24])[CH:21]=[C:22]([F:23])[C:16]=3[O:15][CH2:14]2)(=O)=O)=CC=1.[NH2:25][CH2:26][CH2:27][OH:28], predict the reaction product. The product is: [F:23][C:22]1[C:16]2[O:15][CH2:14][CH:13]([CH2:12][NH:25][CH2:26][CH2:27][OH:28])[O:18][C:17]=2[CH:19]=[C:20]([F:24])[CH:21]=1. (6) Given the reactants [N+:1]([C:4]1[CH:9]=[CH:8][CH:7]=[CH:6][C:5]=1[C:10]1[CH:15]=[CH:14][CH:13]=[C:12]([C:16]([O:18][CH2:19][CH3:20])=[O:17])[CH:11]=1)([O-])=O.[Cl-].[NH4+], predict the reaction product. The product is: [NH2:1][C:4]1[CH:9]=[CH:8][CH:7]=[CH:6][C:5]=1[C:10]1[CH:15]=[CH:14][CH:13]=[C:12]([C:16]([O:18][CH2:19][CH3:20])=[O:17])[CH:11]=1. (7) Given the reactants [F:1][C:2]1[CH:3]=[C:4]([CH:14]([NH:16][C:17]([C:19]2[N:20]=[C:21](Cl)[O:22][CH:23]=2)=[O:18])[CH3:15])[CH:5]=[C:6]([F:13])[C:7]=1[NH:8][S:9]([CH3:12])(=[O:11])=[O:10].[CH:25]1([C:28]2[C:33]([C:34]([F:37])([F:36])[F:35])=[CH:32][CH:31]=[CH:30][C:29]=2[OH:38])[CH2:27][CH2:26]1, predict the reaction product. The product is: [F:1][C:2]1[CH:3]=[C:4]([CH:14]([NH:16][C:17]([C:19]2[N:20]=[C:21]([O:38][C:29]3[CH:30]=[CH:31][CH:32]=[C:33]([C:34]([F:35])([F:36])[F:37])[C:28]=3[CH:25]3[CH2:26][CH2:27]3)[O:22][CH:23]=2)=[O:18])[CH3:15])[CH:5]=[C:6]([F:13])[C:7]=1[NH:8][S:9]([CH3:12])(=[O:11])=[O:10]. (8) Given the reactants C[Al](C)C.[CH3:5][O:6][C:7]1[CH:8]=[C:9]([CH2:15][CH2:16][C:17]2[CH:18]=[C:19]([NH2:22])[NH:20][N:21]=2)[CH:10]=[C:11]([O:13][CH3:14])[CH:12]=1.[CH3:23][N:24]1[CH2:29][CH2:28][N:27]([C:30]2[N:35]=[CH:34][C:33]([C:36](OC)=[O:37])=[CH:32][N:31]=2)[CH2:26][C:25]1=[O:40].Cl, predict the reaction product. The product is: [CH3:14][O:13][C:11]1[CH:10]=[C:9]([CH2:15][CH2:16][C:17]2[CH:18]=[C:19]([NH:22][C:36]([C:33]3[CH:32]=[N:31][C:30]([N:27]4[CH2:28][CH2:29][N:24]([CH3:23])[C:25](=[O:40])[CH2:26]4)=[N:35][CH:34]=3)=[O:37])[NH:20][N:21]=2)[CH:8]=[C:7]([O:6][CH3:5])[CH:12]=1. (9) The product is: [Cl:31][C:27]1[CH:26]=[C:25]([F:29])[C:24]([OH:30])=[C:23]([C:4]2[CH:5]=[CH:6][C:7]([C@H:8]([NH:10][C:11]([C:13]3([NH:16][C:17](=[O:22])[C:18]([F:19])([F:21])[F:20])[CH2:15][CH2:14]3)=[O:12])[CH3:9])=[C:2]([F:1])[CH:3]=2)[CH:28]=1. Given the reactants [F:1][C:2]1[CH:3]=[C:4]([C:23]2[CH:28]=[CH:27][CH:26]=[C:25]([F:29])[C:24]=2[OH:30])[CH:5]=[CH:6][C:7]=1[C@H:8]([NH:10][C:11]([C:13]1([NH:16][C:17](=[O:22])[C:18]([F:21])([F:20])[F:19])[CH2:15][CH2:14]1)=[O:12])[CH3:9].[Cl:31]N1C(=O)CCC1=O, predict the reaction product.